Dataset: Forward reaction prediction with 1.9M reactions from USPTO patents (1976-2016). Task: Predict the product of the given reaction. (1) Given the reactants Br[C:2]1[C:7]([NH2:8])=[CH:6][CH:5]=[CH:4][N:3]=1.[C:9]([C:11]1[CH:16]=[CH:15][N:14]=[C:13]([NH:17][C:18](=[O:20])[CH3:19])[CH:12]=1)#[CH:10], predict the reaction product. The product is: [NH2:8][C:7]1[C:2]([C:10]#[C:9][C:11]2[CH:16]=[CH:15][N:14]=[C:13]([NH:17][C:18](=[O:20])[CH3:19])[CH:12]=2)=[N:3][CH:4]=[CH:5][CH:6]=1. (2) Given the reactants Br[C:2]1[CH:23]=[CH:22][C:5]2[C:6]3[N:7]([CH:11]=[C:12]([C:14]4[N:18]([CH:19]([CH3:21])[CH3:20])[N:17]=[CH:16][N:15]=4)[N:13]=3)[CH2:8][CH2:9][O:10][C:4]=2[CH:3]=1.[O:24]1[CH2:29][CH2:28][CH2:27][CH2:26][CH:25]1[O:30][CH2:31][CH2:32][N:33]1[CH:37]=[C:36]([Sn](CCCC)(CCCC)CCCC)[N:35]=[CH:34]1.[O:51]1[CH2:56][CH2:55][CH2:54][CH2:53][CH:52]1[O:57][CH2:58][CH2:59][N:60]1[C:64]([Sn](CCCC)(CCCC)CCCC)=[CH:63][N:62]=[CH:61]1.C(#N)C, predict the reaction product. The product is: [CH:19]([N:18]1[C:14]([C:12]2[N:13]=[C:6]3[C:5]4[CH:22]=[CH:23][C:2]([C:36]5[N:35]=[CH:34][N:33]([CH2:32][CH2:31][O:30][CH:25]6[CH2:26][CH2:27][CH2:28][CH2:29][O:24]6)[CH:37]=5)=[CH:3][C:4]=4[O:10][CH2:9][CH2:8][N:7]3[CH:11]=2)=[N:15][CH:16]=[N:17]1)([CH3:21])[CH3:20].[CH:19]([N:18]1[C:14]([C:12]2[N:13]=[C:6]3[C:5]4[CH:22]=[CH:23][C:2]([C:64]5[N:60]([CH2:59][CH2:58][O:57][CH:52]6[CH2:53][CH2:54][CH2:55][CH2:56][O:51]6)[CH:61]=[N:62][CH:63]=5)=[CH:3][C:4]=4[O:10][CH2:9][CH2:8][N:7]3[CH:11]=2)=[N:15][CH:16]=[N:17]1)([CH3:21])[CH3:20]. (3) Given the reactants [O:1]1CCCC1.[CH2:6]([O:13]CC(O)=O)[C:7]1[CH:12]=[CH:11][CH:10]=[CH:9][CH:8]=1.ON1[C:23]2[CH:24]=[CH:25][CH:26]=[CH:27][C:22]=2N=N1.Cl.C(N=C=NCCCN(C)C)C, predict the reaction product. The product is: [C:10]1([C:22]2[CH:27]=[CH:26][CH:25]=[CH:24][CH:23]=2)[CH:9]=[CH:8][C:7]([C:6]([OH:13])=[O:1])=[CH:12][CH:11]=1. (4) Given the reactants [NH:1]1[CH2:8][CH2:7][CH2:6][C@H:2]1[C:3]([NH2:5])=O.[CH2:9]([C:16]([CH2:18][C:19]1[CH:24]=[CH:23][CH:22]=[CH:21][CH:20]=1)=O)[C:10]1[CH:15]=[CH:14][CH:13]=[CH:12][CH:11]=1.[H-].[H-].[H-].[H-].[Li+].[Al+3].C([O-])(O)=O.[Na+], predict the reaction product. The product is: [CH2:18]([CH:16]([N:1]1[CH2:8][CH2:7][CH2:6][C@H:2]1[CH2:3][NH2:5])[CH2:9][C:10]1[CH:15]=[CH:14][CH:13]=[CH:12][CH:11]=1)[C:19]1[CH:24]=[CH:23][CH:22]=[CH:21][CH:20]=1.